Dataset: Forward reaction prediction with 1.9M reactions from USPTO patents (1976-2016). Task: Predict the product of the given reaction. (1) Given the reactants [C-:1]#[N:2].[K+].CS(O[CH2:9][C:10]1[CH:19]=[C:18]2[C:13]([CH2:14][CH2:15][N:16]([S:20]([C:23]3[C:28]([CH3:29])=[CH:27][C:26]([O:30][CH3:31])=[CH:25][C:24]=3[CH3:32])(=[O:22])=[O:21])[CH2:17]2)=[CH:12][CH:11]=1)(=O)=O, predict the reaction product. The product is: [CH3:31][O:30][C:26]1[CH:25]=[C:24]([CH3:32])[C:23]([S:20]([N:16]2[CH2:15][CH2:14][C:13]3[C:18](=[CH:19][C:10]([CH2:9][C:1]#[N:2])=[CH:11][CH:12]=3)[CH2:17]2)(=[O:22])=[O:21])=[C:28]([CH3:29])[CH:27]=1. (2) The product is: [O:30]1[C:34]2[CH:35]=[CH:36][CH:37]=[CH:38][C:33]=2[N:32]=[C:29]1[C@H:20]1[C@H:21]([C:25]([F:27])([F:26])[F:28])[CH2:22][CH:23]=[C:24]2[C@@H:19]1[CH2:18][CH2:17][C:14]1[C@:13]2([CH3:31])[CH2:12][C:11]2[CH:10]=[N:9][N:8]([C:5]3[CH:6]=[CH:7][C:2]([F:1])=[CH:3][CH:4]=3)[C:16]=2[CH:15]=1. Given the reactants [F:1][C:2]1[CH:7]=[CH:6][C:5]([N:8]2[C:16]3[CH:15]=[C:14]4[CH2:17][CH2:18][C@H:19]5[C:24]([C@@:13]4([CH3:31])[CH2:12][C:11]=3[CH:10]=[N:9]2)=[CH:23][CH2:22][C@@H:21]([C:25]([F:28])([F:27])[F:26])[C@@H:20]5[CH:29]=[O:30])=[CH:4][CH:3]=1.[NH2:32][C:33]1[CH:38]=[CH:37][CH:36]=[CH:35][C:34]=1O, predict the reaction product.